From a dataset of Catalyst prediction with 721,799 reactions and 888 catalyst types from USPTO. Predict which catalyst facilitates the given reaction. (1) Reactant: [CH3:1][C@@H:2]1[N:7]([S:8]([C:11]2[CH:16]=[CH:15][C:14]([C:17]([F:20])([F:19])[F:18])=[CH:13][CH:12]=2)(=[O:10])=[O:9])[CH2:6][CH2:5][N:4](C(OC(C)(C)C)=O)[CH2:3]1.[ClH:28]. Product: [ClH:28].[CH3:1][C@H:2]1[CH2:3][NH:4][CH2:5][CH2:6][N:7]1[S:8]([C:11]1[CH:12]=[CH:13][C:14]([C:17]([F:20])([F:18])[F:19])=[CH:15][CH:16]=1)(=[O:10])=[O:9]. The catalyst class is: 12. (2) Reactant: [OH:1][CH2:2][CH:3]1[C:7]2([CH2:9][CH2:8]2)[NH:6][C:5](=[O:10])[O:4]1.[CH3:11][S:12](Cl)(=[O:14])=[O:13].O. Product: [CH3:11][S:12]([O:1][CH2:2][CH:3]1[C:7]2([CH2:9][CH2:8]2)[NH:6][C:5](=[O:10])[O:4]1)(=[O:14])=[O:13]. The catalyst class is: 2. (3) Reactant: [N+:1]([C:4]1[CH:5]=[C:6]2[C:10](=[CH:11][CH:12]=1)[NH:9][C:8]([C:13]1[CH:18]=[CH:17][CH:16]=[CH:15][N:14]=1)=[CH:7]2)([O-])=O.Cl[Sn]Cl.O. Product: [N:14]1[CH:15]=[CH:16][CH:17]=[CH:18][C:13]=1[C:8]1[NH:9][C:10]2[C:6]([CH:7]=1)=[CH:5][C:4]([NH2:1])=[CH:12][CH:11]=2. The catalyst class is: 14. (4) Reactant: [CH3:1][C:2]1[CH:7]=[CH:6][C:5]([N+:8]([O-:10])=[O:9])=[CH:4][C:3]=1[S:11](Cl)(=[O:13])=[O:12].N1C=CC=CC=1.[NH2:21][C@@H:22]1[CH2:26][CH2:25][N:24]([C:27]([O:29][C:30]([CH3:33])([CH3:32])[CH3:31])=[O:28])[CH2:23]1. Product: [CH3:1][C:2]1[CH:7]=[CH:6][C:5]([N+:8]([O-:10])=[O:9])=[CH:4][C:3]=1[S:11]([NH:21][C@@H:22]1[CH2:26][CH2:25][N:24]([C:27]([O:29][C:30]([CH3:33])([CH3:32])[CH3:31])=[O:28])[CH2:23]1)(=[O:13])=[O:12]. The catalyst class is: 2.